The task is: Predict which catalyst facilitates the given reaction.. This data is from Catalyst prediction with 721,799 reactions and 888 catalyst types from USPTO. (1) Reactant: Cl.[CH3:2][NH:3][O:4][CH3:5].N1C=CC=CC=1.[F:12][C:13]([F:24])([F:23])[C:14]1[CH:22]=[CH:21][C:17]([C:18](Cl)=[O:19])=[CH:16][N:15]=1. Product: [CH3:5][O:4][N:3]([CH3:2])[C:18](=[O:19])[C:17]1[CH:21]=[CH:22][C:14]([C:13]([F:24])([F:23])[F:12])=[N:15][CH:16]=1. The catalyst class is: 2. (2) Product: [F:20][C:21]1[CH:22]=[CH:23][C:24]([C@H:27]([NH:29][C:30](=[O:31])[C:32]2[CH:37]=[C:36]([C:38]3[CH:43]=[CH:42][C:41]([CH3:44])=[CH:40][N:39]=3)[CH:35]=[C:34]([C:45]3[CH2:8][C:7]([OH:9])([C:2]4[CH:3]=[CH:4][CH:5]=[CH:6][N:1]=4)[O:47][N:46]=3)[CH:33]=2)[CH3:28])=[N:25][CH:26]=1. Reactant: [N:1]1[CH:6]=[CH:5][CH:4]=[CH:3][C:2]=1[C:7](=[O:9])[CH3:8].C[Si]([N-][Si](C)(C)C)(C)C.[Li+].[F:20][C:21]1[CH:22]=[CH:23][C:24]([C@H:27]([NH:29][C:30]([C:32]2[CH:33]=[C:34]([C:45](Cl)=[N:46][OH:47])[CH:35]=[C:36]([C:38]3[CH:43]=[CH:42][C:41]([CH3:44])=[CH:40][N:39]=3)[CH:37]=2)=[O:31])[CH3:28])=[N:25][CH:26]=1.[Cl-].[NH4+]. The catalyst class is: 7. (3) Reactant: [N:1]1[CH:6]=[CH:5][CH:4]=[CH:3][C:2]=1[CH:7]=[CH:8][CH2:9][CH2:10][CH2:11][C:12]([O:14][CH3:15])=[O:13]. Product: [N:1]1[CH:6]=[CH:5][CH:4]=[CH:3][C:2]=1[CH2:7][CH2:8][CH2:9][CH2:10][CH2:11][C:12]([O:14][CH3:15])=[O:13]. The catalyst class is: 43. (4) Product: [Cl:1][C:2]1[CH:3]=[C:4]2[C:10]([I:11])=[CH:9][N:8]([Si:17]([CH:21]([CH3:23])[CH3:22])([CH:18]([CH3:20])[CH3:19])[CH:14]([CH3:16])[CH3:15])[C:5]2=[N:6][CH:7]=1. Reactant: [Cl:1][C:2]1[CH:3]=[C:4]2[C:10]([I:11])=[CH:9][NH:8][C:5]2=[N:6][CH:7]=1.[H-].[Na+].[CH:14]([Si:17](Cl)([CH:21]([CH3:23])[CH3:22])[CH:18]([CH3:20])[CH3:19])([CH3:16])[CH3:15]. The catalyst class is: 60. (5) Reactant: CC([O-])(C)C.[K+].CS(C)=O.[CH2:11]([O:18][CH2:19][C@@H:20]1[CH2:23][C@H:22](C2C=C(C)C=CC=2S([O-])(=O)=O)[CH2:21]1)[C:12]1[CH:17]=[CH:16][CH:15]=[CH:14][CH:13]=1.O. Product: [CH2:11]([O:18][CH2:19][CH:20]1[CH2:23][CH:22]=[CH:21]1)[C:12]1[CH:17]=[CH:16][CH:15]=[CH:14][CH:13]=1. The catalyst class is: 28. (6) Reactant: C[C:2](C)([O-:4])C.[K+].[Br:7][C:8]1[CH:9]=[C:10]2[C:18](=[CH:19][CH:20]=1)[O:17][C:13]1([CH2:16][CH2:15][CH2:14]1)[CH2:12][C:11]2=[O:21].N1([CH2:31][OH:32])C2C=CC=CC=2N=N1. Product: [Br:7][C:8]1[CH:9]=[C:10]2[C:18](=[CH:19][CH:20]=1)[O:17][C:13]1([CH2:14][CH2:15][CH2:16]1)[C:12]([CH2:2][OH:4])([CH2:31][OH:32])[C:11]2=[O:21]. The catalyst class is: 49. (7) Reactant: [Cl:1][C:2]1[CH:3]=[C:4]2[C:8](=[CH:9][CH:10]=1)[NH:7][CH:6]=[C:5]2[CH2:11][CH2:12][NH:13][C:14](=[O:22])[C:15]1[CH:20]=[CH:19][CH:18]=[CH:17][C:16]=1I.[F:23][C:24]1[CH:29]=[CH:28][CH:27]=[CH:26][C:25]=1B(O)O.C(=O)([O-])[O-].[Na+].[Na+]. Product: [Cl:1][C:2]1[CH:3]=[C:4]2[C:8](=[CH:9][CH:10]=1)[NH:7][CH:6]=[C:5]2[CH2:11][CH2:12][NH:13][C:14]([C:15]1[C:16]([C:25]2[CH:26]=[CH:27][CH:28]=[CH:29][C:24]=2[F:23])=[CH:17][CH:18]=[CH:19][CH:20]=1)=[O:22]. The catalyst class is: 437. (8) Reactant: [O:1]=[C:2]1[C:11]2[C:6](=[CH:7][CH:8]=[C:9]([CH2:12][C:13](O)=O)[CH:10]=2)[N:5]=[CH:4][NH:3]1.[C:16]1([C:22]2[N:27]=[N:26][C:25]([NH:28][NH2:29])=[CH:24][CH:23]=2)[CH:21]=[CH:20][CH:19]=[CH:18][CH:17]=1.O.C1(C)C=CC(S(O)(=O)=O)=CC=1.C([O-])(O)=O.[Na+]. Product: [C:16]1([C:22]2[CH:23]=[CH:24][C:25]3[N:26]([C:13]([CH2:12][C:9]4[CH:10]=[C:11]5[C:6](=[CH:7][CH:8]=4)[N:5]=[CH:4][NH:3][C:2]5=[O:1])=[N:29][N:28]=3)[N:27]=2)[CH:17]=[CH:18][CH:19]=[CH:20][CH:21]=1. The catalyst class is: 225.